From a dataset of Forward reaction prediction with 1.9M reactions from USPTO patents (1976-2016). Predict the product of the given reaction. Given the reactants [O:1]=[S:2]1(=[O:36])[CH2:7][CH2:6][CH2:5][CH2:4][N:3]1[C:8]1[N:17]=[C:16]([C:18]([NH:20][CH2:21][C:22]2[CH:27]=[CH:26][C:25]([F:28])=[CH:24][C:23]=2[C:29]([NH:31][CH:32]([CH3:34])[CH3:33])=[O:30])=[O:19])[C:15]([OH:35])=[C:14]2[C:9]=1[CH:10]=[CH:11][CH:12]=[N:13]2.[OH-].[Na+:38], predict the reaction product. The product is: [O:36]=[S:2]1(=[O:1])[CH2:7][CH2:6][CH2:5][CH2:4][N:3]1[C:8]1[N:17]=[C:16]([C:18]([NH:20][CH2:21][C:22]2[CH:27]=[CH:26][C:25]([F:28])=[CH:24][C:23]=2[C:29]([NH:31][CH:32]([CH3:34])[CH3:33])=[O:30])=[O:19])[C:15]([O-:35])=[C:14]2[C:9]=1[CH:10]=[CH:11][CH:12]=[N:13]2.[Na+:38].